This data is from Full USPTO retrosynthesis dataset with 1.9M reactions from patents (1976-2016). The task is: Predict the reactants needed to synthesize the given product. (1) Given the product [ClH:25].[Cl:25][C:11]1[S:10][C:9]([NH:8][C:6](=[O:7])[N:5]([CH2:26][CH2:27][CH:28]([C:35]2[CH:36]=[CH:37][CH:38]=[CH:39][CH:40]=2)[C:29]2[CH:34]=[CH:33][CH:32]=[CH:31][CH:30]=2)[CH2:4][CH2:3][NH:2][S:48]([CH3:47])(=[O:50])=[O:49])=[N:13][C:12]=1[C:14]1[CH:15]=[CH:16][C:17]([NH:20][S:21]([CH3:24])(=[O:22])=[O:23])=[CH:18][CH:19]=1, predict the reactants needed to synthesize it. The reactants are: Cl.[NH2:2][CH2:3][CH2:4][N:5]([CH2:26][CH2:27][CH:28]([C:35]1[CH:40]=[CH:39][CH:38]=[CH:37][CH:36]=1)[C:29]1[CH:34]=[CH:33][CH:32]=[CH:31][CH:30]=1)[C:6]([NH:8][C:9]1[S:10][C:11]([Cl:25])=[C:12]([C:14]2[CH:19]=[CH:18][C:17]([NH:20][S:21]([CH3:24])(=[O:23])=[O:22])=[CH:16][CH:15]=2)[N:13]=1)=[O:7].N1C=CC=CC=1.[CH3:47][S:48](Cl)(=[O:50])=[O:49]. (2) The reactants are: Cl.ClC[C@H]1C2C3C=CC=CC=3C(N=C(C3C=CC=CC=3)C3C=CC=CC=3)=CC=2N(C(OC(C)(C)C)=O)C1.[Cl:38][CH2:39][C@H:40]1[C:48]2[C:47]3[CH:49]=[CH:50][CH:51]=[CH:52][C:46]=3[C:45]([N:53]=[C:54]([C:61]3[CH:66]=[CH:65][CH:64]=[CH:63][CH:62]=3)[C:55]3[CH:60]=[CH:59][CH:58]=[CH:57][CH:56]=3)=[CH:44][C:43]=2[NH:42][CH2:41]1.[Cl:67][CH2:68][C@H:69]1[C:77]2[C:76]3[CH:78]=[CH:79][CH:80]=[CH:81][C:75]=3[C:74]([OH:82])=[CH:73][C:72]=2[N:71]([C:83](=[O:90])[CH2:84][CH2:85][CH2:86][C:87](O)=[O:88])[CH2:70]1.CCN=C=NCCCN(C)C.Cl. Given the product [Cl:38][CH2:39][C@H:40]1[C:48]2[C:47]3[CH:49]=[CH:50][CH:51]=[CH:52][C:46]=3[C:45]([N:53]=[C:54]([C:55]3[CH:56]=[CH:57][CH:58]=[CH:59][CH:60]=3)[C:61]3[CH:66]=[CH:65][CH:64]=[CH:63][CH:62]=3)=[CH:44][C:43]=2[N:42]([C:87](=[O:88])[CH2:86][CH2:85][CH2:84][C:83]([N:71]2[C:72]3[CH:73]=[C:74]([OH:82])[C:75]4[CH:81]=[CH:80][CH:79]=[CH:78][C:76]=4[C:77]=3[C@H:69]([CH2:68][Cl:67])[CH2:70]2)=[O:90])[CH2:41]1, predict the reactants needed to synthesize it. (3) Given the product [O:11]=[C:10]([C:12]1[CH:17]=[CH:16][CH:15]=[CH:14][CH:13]=1)[C:9]([C:6]1[CH:7]=[CH:8][C:3]([CH2:2][N:23]2[C:19](=[O:29])[C:20]3[C:21](=[CH:25][CH:26]=[CH:27][CH:28]=3)[C:22]2=[O:24])=[CH:4][CH:5]=1)=[O:18], predict the reactants needed to synthesize it. The reactants are: Br[CH2:2][C:3]1[CH:8]=[CH:7][C:6]([C:9](=[O:18])[C:10]([C:12]2[CH:17]=[CH:16][CH:15]=[CH:14][CH:13]=2)=[O:11])=[CH:5][CH:4]=1.[C:19]1(=[O:29])[NH:23][C:22](=[O:24])[C:21]2=[CH:25][CH:26]=[CH:27][CH:28]=[C:20]12.[K]. (4) Given the product [CH3:43][O:42][C:41]1[C:33]([O:32][CH3:31])=[CH:34][C:35]2[N:39]([CH2:6][C:7]3[CH:17]=[CH:16][C:10]4[N:11]=[C:12]([S:14][CH3:15])[O:13][C:9]=4[CH:8]=3)[CH:38]=[N:37][C:36]=2[CH:40]=1, predict the reactants needed to synthesize it. The reactants are: CS(O[CH2:6][C:7]1[CH:17]=[CH:16][C:10]2[N:11]=[C:12]([S:14][CH3:15])[O:13][C:9]=2[CH:8]=1)(=O)=O.ClCC1C=CC2N=C(SC)OC=2C=1.[CH3:31][O:32][C:33]1[C:41]([O:42][CH3:43])=[CH:40][C:36]2[N:37]=[CH:38][NH:39][C:35]=2[CH:34]=1.C([O-])([O-])=O.[K+].[K+]. (5) Given the product [CH3:35][O:34][C:32](=[O:33])[CH2:31][N:30]([CH3:29])[C:25]([C:5]1[CH:4]=[N:3][N:2]([CH3:1])[C:6]=1[C:7](=[O:24])[NH:8][C:9]1[CH:14]=[CH:13][N:12]2[N:15]=[C:16]([C:18]3[CH:23]=[CH:22][CH:21]=[CH:20][CH:19]=3)[N:17]=[C:11]2[CH:10]=1)=[O:26], predict the reactants needed to synthesize it. The reactants are: [CH3:1][N:2]1[C:6]([C:7](=[O:24])[NH:8][C:9]2[CH:14]=[CH:13][N:12]3[N:15]=[C:16]([C:18]4[CH:23]=[CH:22][CH:21]=[CH:20][CH:19]=4)[N:17]=[C:11]3[CH:10]=2)=[C:5]([C:25](Cl)=[O:26])[CH:4]=[N:3]1.Cl.[CH3:29][NH:30][CH2:31][C:32]([O:34][CH3:35])=[O:33]. (6) Given the product [CH:1]1([C:6]2[C:8]([C:9]([O:11][CH3:12])=[O:10])=[CH:13][N:26]=[C:24]([N:21]3[CH2:22][CH2:23][O:18][CH2:19][CH2:20]3)[N:25]=2)[CH2:5][CH2:4][CH2:3][CH2:2]1, predict the reactants needed to synthesize it. The reactants are: [CH:1]1([C:6]([C:8](=[CH:13]N(C)C)[C:9]([O:11][CH3:12])=[O:10])=O)[CH2:5][CH2:4][CH2:3][CH2:2]1.Br.[O:18]1[CH2:23][CH2:22][N:21]([C:24]([NH2:26])=[NH:25])[CH2:20][CH2:19]1.C[O-].[Na+]. (7) Given the product [I:16][C:17]1[CH:22]=[CH:21][C:20]([NH:1][C:2]2[C:6]3[CH:7]=[N:8][CH:9]=[CH:10][C:5]=3[O:4][C:3]=2[C:11]([O:13][CH2:14][CH3:15])=[O:12])=[CH:19][CH:18]=1, predict the reactants needed to synthesize it. The reactants are: [NH2:1][C:2]1[C:6]2[CH:7]=[N:8][CH:9]=[CH:10][C:5]=2[O:4][C:3]=1[C:11]([O:13][CH2:14][CH3:15])=[O:12].[I:16][C:17]1[CH:22]=[CH:21][C:20](I)=[CH:19][CH:18]=1.CC1(C)C2C(=C(P(C3C=CC=CC=3)C3C=CC=CC=3)C=CC=2)OC2C(P(C3C=CC=CC=3)C3C=CC=CC=3)=CC=CC1=2.P([O-])([O-])([O-])=O.[K+].[K+].[K+].[Cl-].[NH4+]. (8) Given the product [C:1]([C:3]1[C:4]([N:15]2[CH2:20][CH2:19][N:18]([CH2:32][C:30]3[N:29]=[N:28][N:27]([C:21]4[CH:22]=[CH:23][CH:24]=[CH:25][CH:26]=4)[CH:31]=3)[CH2:17][CH2:16]2)=[N:5][C:6]([CH3:14])=[C:7]([CH:13]=1)[C:8]([O:10][CH2:11][CH3:12])=[O:9])#[N:2], predict the reactants needed to synthesize it. The reactants are: [C:1]([C:3]1[C:4]([N:15]2[CH2:20][CH2:19][NH:18][CH2:17][CH2:16]2)=[N:5][C:6]([CH3:14])=[C:7]([CH:13]=1)[C:8]([O:10][CH2:11][CH3:12])=[O:9])#[N:2].[C:21]1([N:27]2[CH:31]=[C:30]([CH:32]=O)[N:29]=[N:28]2)[CH:26]=[CH:25][CH:24]=[CH:23][CH:22]=1.CC(O)=O.